Predict the product of the given reaction. From a dataset of Forward reaction prediction with 1.9M reactions from USPTO patents (1976-2016). (1) Given the reactants [OH:1][C:2]1[CH:10]=[CH:9][C:8]([C:11]2[N:12]([C:27]([O:29][C:30]([CH3:33])([CH3:32])[CH3:31])=[O:28])[C:13]3[C:18]([CH:19]=2)=[CH:17][C:16]([CH2:20][N:21]2[CH2:26][CH2:25][CH2:24][CH2:23][CH2:22]2)=[CH:15][CH:14]=3)=[C:7]2[C:3]=1[CH2:4][NH:5][C:6]2=[O:34].C(N(CC)CC)C.[Cl:42][C:43]1[CH:44]=[C:45]([S:50](Cl)(=[O:52])=[O:51])[CH:46]=[CH:47][C:48]=1[F:49], predict the reaction product. The product is: [Cl:42][C:43]1[CH:44]=[C:45]([S:50]([O:1][C:2]2[CH:10]=[CH:9][C:8]([C:11]3[N:12]([C:27]([O:29][C:30]([CH3:31])([CH3:33])[CH3:32])=[O:28])[C:13]4[C:18]([CH:19]=3)=[CH:17][C:16]([CH2:20][N:21]3[CH2:26][CH2:25][CH2:24][CH2:23][CH2:22]3)=[CH:15][CH:14]=4)=[C:7]3[C:3]=2[CH2:4][NH:5][C:6]3=[O:34])(=[O:51])=[O:52])[CH:46]=[CH:47][C:48]=1[F:49]. (2) Given the reactants [Cl:1][C:2]1[C:7]([O:8][CH2:9][O:10][CH3:11])=[CH:6][CH:5]=[C:4](I)[N:3]=1.C([Sn](CCCC)(CCCC)[C:18]1[O:19][CH:20]=[CH:21][N:22]=1)CCC, predict the reaction product. The product is: [Cl:1][C:2]1[N:3]=[C:4]([C:18]2[O:19][CH:20]=[CH:21][N:22]=2)[CH:5]=[CH:6][C:7]=1[O:8][CH2:9][O:10][CH3:11]. (3) The product is: [C:24]([O:22][C:31]([N:29]1[CH2:30][CH2:30][N:29]([CH2:31][C@H:1]2[O:8][C:9](=[O:21])[N:10]([C:11]3[CH:20]=[CH:19][C:14]4[O:15][CH2:16][CH2:17][O:18][C:13]=4[CH:12]=3)[CH2:2]2)[CH2:28][CH2:28]1)=[O:32])([CH3:27])([CH3:26])[CH3:25]. Given the reactants [CH2:1]([O:8][C:9](=[O:21])[NH:10][C:11]1[CH:20]=[CH:19][C:14]2[O:15][CH2:16][CH2:17][O:18][C:13]=2[CH:12]=1)[C:2]1C=CC=CC=1.[O:22]([C:24]([CH3:27])([CH3:26])[CH3:25])[Li].[CH3:28][N:29]([CH:31]=[O:32])[CH3:30], predict the reaction product.